From a dataset of Forward reaction prediction with 1.9M reactions from USPTO patents (1976-2016). Predict the product of the given reaction. (1) Given the reactants NC1C=CC(OC)=CN=1.Br[C:11]1[C:16]([O:17][CH2:18][CH3:19])=[CH:15][CH:14]=[C:13]([N+:20]([O-])=O)[N:12]=1, predict the reaction product. The product is: [NH2:20][C:13]1[CH:14]=[CH:15][C:16]([O:17][CH2:18][CH3:19])=[CH:11][N:12]=1. (2) Given the reactants [Cl:1][C:2]1[CH:12]=[CH:11][C:10]([CH:13]2[CH2:15][CH2:14]2)=[CH:9][C:3]=1[C:4]([O:6]CC)=[O:5].O.[OH-].[Li+], predict the reaction product. The product is: [Cl:1][C:2]1[CH:12]=[CH:11][C:10]([CH:13]2[CH2:14][CH2:15]2)=[CH:9][C:3]=1[C:4]([OH:6])=[O:5]. (3) The product is: [CH3:41][O:40][C:34]1[CH:33]=[C:32]([C:30]2[N:31]=[C:26]([O:16][C@@H:17]([C@H:19]3[CH2:23][NH:22][C:21](=[O:24])[CH2:20]3)[CH3:18])[C:27]3[N:28]([N:42]=[CH:43][CH:44]=3)[CH:29]=2)[CH:37]=[CH:36][C:35]=1[O:38][CH3:39]. Given the reactants C[Si]([N-][Si](C)(C)C)(C)C.[Na+].C1COCC1.[OH:16][C@H:17]([C@H:19]1[CH2:23][NH:22][C:21](=[O:24])[CH2:20]1)[CH3:18].Cl[C:26]1[C:27]2[N:28]([N:42]=[CH:43][CH:44]=2)[CH:29]=[C:30]([C:32]2[CH:37]=[CH:36][C:35]([O:38][CH3:39])=[C:34]([O:40][CH3:41])[CH:33]=2)[N:31]=1, predict the reaction product. (4) The product is: [ClH:25].[NH2:1][C:4]1[CH:5]=[CH:6][C:7]2[O:12][CH:11]([CH2:13][C:14]([O:16][CH3:17])=[O:15])[CH2:10][N:9]([C:18]3[CH:19]=[CH:20][CH:21]=[CH:22][CH:23]=3)[C:8]=2[CH:24]=1. Given the reactants [N+:1]([C:4]1[CH:5]=[CH:6][C:7]2[O:12][CH:11]([CH2:13][C:14]([O:16][CH3:17])=[O:15])[CH2:10][N:9]([C:18]3[CH:23]=[CH:22][CH:21]=[CH:20][CH:19]=3)[C:8]=2[CH:24]=1)([O-])=O.[ClH:25], predict the reaction product. (5) Given the reactants CS([C:5]1[S:9][C:8]2=[N:10][C:11]([C:13]3[O:14][C:15]4[CH:21]=[CH:20][CH:19]=[CH:18][C:16]=4[N:17]=3)=[CH:12][N:7]2[N:6]=1)(=O)=O.[CH3:22][O-:23].[Na+], predict the reaction product. The product is: [CH3:22][O:23][C:5]1[S:9][C:8]2=[N:10][C:11]([C:13]3[O:14][C:15]4[CH:21]=[CH:20][CH:19]=[CH:18][C:16]=4[N:17]=3)=[CH:12][N:7]2[N:6]=1. (6) Given the reactants [F:1][C:2]1[CH:8]=[CH:7][C:5]([NH2:6])=[CH:4][C:3]=1[CH3:9].C(=O)(O)[O-].[Na+].[I:15]I, predict the reaction product. The product is: [F:1][C:2]1[C:3]([CH3:9])=[CH:4][C:5]([NH2:6])=[C:7]([I:15])[CH:8]=1. (7) Given the reactants [NH:1]1[C:9]2[C:4](=[CH:5][CH:6]=[C:7]([C:10](O)=[O:11])[CH:8]=2)[CH:3]=[CH:2]1.[H-].[Al+3].[Li+].[H-].[H-].[H-], predict the reaction product. The product is: [NH:1]1[C:9]2[C:4](=[CH:5][CH:6]=[C:7]([CH2:10][OH:11])[CH:8]=2)[CH:3]=[CH:2]1.